From a dataset of Forward reaction prediction with 1.9M reactions from USPTO patents (1976-2016). Predict the product of the given reaction. (1) Given the reactants [CH3:1][C:2]1([CH2:5][CH2:6][C:7](Cl)=[O:8])[CH2:4][CH2:3]1.[NH2:10][C:11]1[CH:16]=[CH:15][C:14]([C:17]([N:19]2[CH2:24][CH2:23][N:22]([CH2:25][C:26]3[CH:31]=[CH:30][C:29]([C:32]([OH:41])([C:37]([F:40])([F:39])[F:38])[C:33]([F:36])([F:35])[F:34])=[CH:28][CH:27]=3)[CH2:21][CH2:20]2)=[O:18])=[CH:13][CH:12]=1.C(N(CC)CC)C, predict the reaction product. The product is: [F:39][C:37]([F:38])([F:40])[C:32]([C:29]1[CH:28]=[CH:27][C:26]([CH2:25][N:22]2[CH2:21][CH2:20][N:19]([C:17]([C:14]3[CH:15]=[CH:16][C:11]([NH:10][C:7](=[O:8])[CH2:6][CH2:5][C:2]4([CH3:1])[CH2:4][CH2:3]4)=[CH:12][CH:13]=3)=[O:18])[CH2:24][CH2:23]2)=[CH:31][CH:30]=1)([OH:41])[C:33]([F:36])([F:35])[F:34]. (2) Given the reactants [CH2:1]([N:8]1[CH:12]=[C:11]([C:13]([O:15][CH2:16][CH3:17])=[O:14])[C:10]([O:18][CH2:19][C:20]2[CH:25]=[CH:24][C:23]([O:26][CH2:27][C:28]3[N:29]=[C:30]([C:34]4[O:35][CH:36]=[CH:37][CH:38]=4)[O:31][C:32]=3[CH3:33])=[C:22]([O:39]COC)[CH:21]=2)=[N:9]1)[C:2]1[CH:7]=[CH:6][CH:5]=[CH:4][CH:3]=1.Cl.O1CCCC1.C(O)C, predict the reaction product. The product is: [CH2:1]([N:8]1[CH:12]=[C:11]([C:13]([O:15][CH2:16][CH3:17])=[O:14])[C:10]([O:18][CH2:19][C:20]2[CH:25]=[CH:24][C:23]([O:26][CH2:27][C:28]3[N:29]=[C:30]([C:34]4[O:35][CH:36]=[CH:37][CH:38]=4)[O:31][C:32]=3[CH3:33])=[C:22]([OH:39])[CH:21]=2)=[N:9]1)[C:2]1[CH:3]=[CH:4][CH:5]=[CH:6][CH:7]=1.